Dataset: Catalyst prediction with 721,799 reactions and 888 catalyst types from USPTO. Task: Predict which catalyst facilitates the given reaction. (1) Reactant: C([N:8]1[C:16]2[C:11](=[CH:12][CH:13]=[C:14]([OH:17])[CH:15]=2)[C:10]([CH2:18][CH3:19])=[N:9]1)C1C=CC=CC=1.[ClH:20]. Product: [ClH:20].[CH2:18]([C:10]1[C:11]2[C:16](=[CH:15][C:14]([OH:17])=[CH:13][CH:12]=2)[NH:8][N:9]=1)[CH3:19]. The catalyst class is: 178. (2) Reactant: [H-].[Na+].[NH2:3][C:4]1[CH:9]=[CH:8][C:7]([CH3:10])=[CH:6][CH:5]=1.[Cl:11][C:12]1[CH:17]=[CH:16][CH:15]=[C:14](Cl)[C:13]=1[N+:19]([O-:21])=[O:20].Cl. Product: [Cl:11][C:12]1[C:13]([N+:19]([O-:21])=[O:20])=[C:14]([CH:15]=[CH:16][CH:17]=1)[NH:3][C:4]1[CH:9]=[CH:8][C:7]([CH3:10])=[CH:6][CH:5]=1. The catalyst class is: 20. (3) Reactant: C(OC([N:8]1[CH2:13][CH2:12][C:11](=[O:14])[CH2:10][CH2:9]1)=O)(C)(C)C.[F:15][C:16]1[CH:17]=[C:18]([Mg]Br)[CH:19]=[CH:20][CH:21]=1.[Cl-:24].[NH4+]. Product: [ClH:24].[F:15][C:16]1[CH:21]=[C:20]([C:11]2([OH:14])[CH2:10][CH2:9][NH:8][CH2:13][CH2:12]2)[CH:19]=[CH:18][CH:17]=1. The catalyst class is: 7. (4) Reactant: [Cl:1][C:2]1[N:7]=[C:6]([NH:8][C:9]2[CH:10]=[C:11]3[C:15](=[CH:16][CH:17]=2)[NH:14][N:13]=[CH:12]3)[CH:5]=[CH:4][N:3]=1.[CH3:18][C:19]([O:22][C:23](O[C:23]([O:22][C:19]([CH3:21])([CH3:20])[CH3:18])=[O:24])=[O:24])([CH3:21])[CH3:20]. Product: [C:19]([O:22][C:23]([N:8]([C:6]1[CH:5]=[CH:4][N:3]=[C:2]([Cl:1])[N:7]=1)[C:9]1[CH:10]=[C:11]2[C:15](=[CH:16][CH:17]=1)[N:14]([C:23]([O:22][C:19]([CH3:21])([CH3:20])[CH3:18])=[O:24])[N:13]=[CH:12]2)=[O:24])([CH3:21])([CH3:20])[CH3:18]. The catalyst class is: 64. (5) Reactant: C[O:2][C:3]1[CH:4]=[C:5]([C:9]2[N:13]([C:14]3[CH:19]=[C:18]([C:20]([OH:22])=[O:21])[CH:17]=[CH:16][N:15]=3)[N:12]=[CH:11][CH:10]=2)[CH:6]=[CH:7][CH:8]=1.B(Br)(Br)Br. Product: [OH:2][C:3]1[CH:4]=[C:5]([C:9]2[N:13]([C:14]3[CH:19]=[C:18]([CH:17]=[CH:16][N:15]=3)[C:20]([OH:22])=[O:21])[N:12]=[CH:11][CH:10]=2)[CH:6]=[CH:7][CH:8]=1. The catalyst class is: 2. (6) Reactant: [F:1][C:2]1[CH:7]=[C:6]([C:8]2[CH:13]=[CH:12][N:11]=[C:10]3[NH:14][C:15]([C:17]4[CH:18]=[N:19][N:20]([CH3:22])[CH:21]=4)=[N:16][C:9]=23)[CH:5]=[CH:4][C:3]=1[CH2:23][NH2:24].[C:25]([C:29]1[CH:30]=[CH:31][C:32]([C:35](O)=[O:36])=[N:33][CH:34]=1)([CH3:28])([CH3:27])[CH3:26].CN(C(ON1N=NC2C=CC=NC1=2)=[N+](C)C)C.F[P-](F)(F)(F)(F)F.CCN(C(C)C)C(C)C. Product: [C:25]([C:29]1[CH:30]=[CH:31][C:32]([C:35]([NH:24][CH2:23][C:3]2[CH:4]=[CH:5][C:6]([C:8]3[CH:13]=[CH:12][N:11]=[C:10]4[NH:14][C:15]([C:17]5[CH:18]=[N:19][N:20]([CH3:22])[CH:21]=5)=[N:16][C:9]=34)=[CH:7][C:2]=2[F:1])=[O:36])=[N:33][CH:34]=1)([CH3:28])([CH3:26])[CH3:27]. The catalyst class is: 9. (7) Reactant: [CH:1]1([CH:4]([C:11]2[CH:16]=[CH:15][N:14]=[C:13]([O:17][CH2:18][C:19]3[CH:20]=[N:21][C:22]([C:30]4[CH:35]=[C:34]([O:36][CH3:37])[CH:33]=[CH:32][C:31]=4[F:38])=[C:23]([CH2:25][C:26]([CH3:29])([CH3:28])[CH3:27])[CH:24]=3)[CH:12]=2)[CH2:5][C:6]([O:8]CC)=[O:7])[CH2:3][CH2:2]1.[OH-].[Na+]. Product: [CH:1]1([CH:4]([C:11]2[CH:16]=[CH:15][N:14]=[C:13]([O:17][CH2:18][C:19]3[CH:20]=[N:21][C:22]([C:30]4[CH:35]=[C:34]([O:36][CH3:37])[CH:33]=[CH:32][C:31]=4[F:38])=[C:23]([CH2:25][C:26]([CH3:29])([CH3:27])[CH3:28])[CH:24]=3)[CH:12]=2)[CH2:5][C:6]([OH:8])=[O:7])[CH2:2][CH2:3]1. The catalyst class is: 36.